Dataset: Catalyst prediction with 721,799 reactions and 888 catalyst types from USPTO. Task: Predict which catalyst facilitates the given reaction. (1) Reactant: [H-].[Na+].Br[CH2:4][C:5]1[N:6]([CH2:18][CH3:19])[C:7]2[C:12]([C:13]=1[C:14]#[N:15])=[CH:11][CH:10]=[C:9]([O:16][CH3:17])[CH:8]=2.[C:20]1([OH:26])[CH:25]=[CH:24][CH:23]=[CH:22][CH:21]=1. Product: [CH2:18]([N:6]1[C:7]2[C:12](=[CH:11][CH:10]=[C:9]([O:16][CH3:17])[CH:8]=2)[C:13]([C:14]#[N:15])=[C:5]1[CH2:4][O:26][C:20]1[CH:25]=[CH:24][CH:23]=[CH:22][CH:21]=1)[CH3:19]. The catalyst class is: 3. (2) Reactant: [F:1][C:2]([F:27])([F:26])[O:3][C:4]1[CH:9]=[CH:8][C:7]([NH:10][C:11]2[N:16]=[CH:15][N:14]=[C:13]([C:17]3[CH:18]=[C:19]([CH:23]=[CH:24][CH:25]=3)[C:20]([OH:22])=O)[CH:12]=2)=[CH:6][CH:5]=1.[CH2:28]([CH2:30][NH2:31])[OH:29].C(N(C(C)C)CC)(C)C. Product: [OH:29][CH2:28][CH2:30][NH:31][C:20](=[O:22])[C:19]1[CH:23]=[CH:24][CH:25]=[C:17]([C:13]2[CH:12]=[C:11]([NH:10][C:7]3[CH:6]=[CH:5][C:4]([O:3][C:2]([F:1])([F:27])[F:26])=[CH:9][CH:8]=3)[N:16]=[CH:15][N:14]=2)[CH:18]=1. The catalyst class is: 3.